Dataset: Reaction yield outcomes from USPTO patents with 853,638 reactions. Task: Predict the reaction yield, written as a fraction of the theoretical maximum amount of product (1.0 means a 100% yield; for example, 0.34 means a 34% yield). (1) The reactants are [CH3:1][O:2][C:3](=[O:13])[CH2:4][C:5]1[CH:10]=[CH:9][C:8]([Cl:11])=[C:7]([Cl:12])[CH:6]=1.[H-].[Na+].C[O:17][CH:18](OC)[CH2:19]Br. The catalyst is CN(C=O)C. The product is [CH3:1][O:2][C:3](=[O:13])[CH:4]([C:5]1[CH:10]=[CH:9][C:8]([Cl:11])=[C:7]([Cl:12])[CH:6]=1)[CH2:19][CH:18]=[O:17]. The yield is 0.320. (2) The reactants are [C:1]([O:5][C:6]([NH:8][C@H:9]([C:22](=[O:57])[NH:23][CH2:24][CH2:25][CH2:26][CH2:27][C@H:28]([NH:49][C:50]([O:52][C:53]([CH3:56])([CH3:55])[CH3:54])=[O:51])[C:29](=[O:48])[NH:30][CH2:31][CH2:32][CH2:33][CH2:34][C@H:35]([NH:40][C:41]([O:43][C:44]([CH3:47])([CH3:46])[CH3:45])=[O:42])[C:36]([O:38]C)=[O:37])[CH2:10][CH2:11][CH2:12][CH2:13][NH:14][C:15](=[O:21])[O:16][C:17]([CH3:20])([CH3:19])[CH3:18])=[O:7])([CH3:4])([CH3:3])[CH3:2].[OH-].[Na+]. The catalyst is CO.C1COCC1.O. The product is [C:1]([O:5][C:6]([NH:8][C@H:9]([C:22](=[O:57])[NH:23][CH2:24][CH2:25][CH2:26][CH2:27][C@H:28]([NH:49][C:50]([O:52][C:53]([CH3:56])([CH3:55])[CH3:54])=[O:51])[C:29](=[O:48])[NH:30][CH2:31][CH2:32][CH2:33][CH2:34][C@H:35]([NH:40][C:41]([O:43][C:44]([CH3:46])([CH3:45])[CH3:47])=[O:42])[C:36]([OH:38])=[O:37])[CH2:10][CH2:11][CH2:12][CH2:13][NH:14][C:15](=[O:21])[O:16][C:17]([CH3:18])([CH3:19])[CH3:20])=[O:7])([CH3:2])([CH3:3])[CH3:4]. The yield is 0.970.